Dataset: Forward reaction prediction with 1.9M reactions from USPTO patents (1976-2016). Task: Predict the product of the given reaction. (1) Given the reactants [F:1][C:2]1[C:10]([C:11]([F:14])([F:13])[F:12])=[CH:9][CH:8]=[CH:7][C:3]=1[C:4](O)=[O:5].C(Cl)(=O)C(Cl)=O.Cl.[CH3:22][NH:23][O:24][CH3:25].N1C=CC=CC=1, predict the reaction product. The product is: [F:1][C:2]1[C:10]([C:11]([F:14])([F:13])[F:12])=[CH:9][CH:8]=[CH:7][C:3]=1[C:4]([N:23]([O:24][CH3:25])[CH3:22])=[O:5]. (2) Given the reactants [CH3:1][O:2][C:3]1[CH:8]=[CH:7][C:6]([CH2:9][C@H:10]([NH:21][C:22](=[O:35])[C@@H:23]([NH:25][C:26](=[O:34])[CH2:27][N:28]2[CH2:33][CH2:32][O:31][CH2:30][CH2:29]2)[CH3:24])[C:11]([O:13]CC2C=CC=CC=2)=[O:12])=[CH:5][CH:4]=1, predict the reaction product. The product is: [CH3:1][O:2][C:3]1[CH:4]=[CH:5][C:6]([CH2:9][C@H:10]([NH:21][C:22](=[O:35])[C@@H:23]([NH:25][C:26](=[O:34])[CH2:27][N:28]2[CH2:33][CH2:32][O:31][CH2:30][CH2:29]2)[CH3:24])[C:11]([OH:13])=[O:12])=[CH:7][CH:8]=1. (3) Given the reactants [Cl:1][C:2]1[C:3]([CH2:8][NH:9][C:10]([CH:12]2[CH2:17][N:16]([C:18]([O:20][CH2:21][C:22]3[CH:27]=[CH:26][CH:25]=[CH:24][CH:23]=3)=[O:19])[CH:15]([C:28]([F:31])([F:30])[F:29])[CH2:14][CH2:13]2)=O)=[N:4][CH:5]=[CH:6][N:7]=1.O=P(Cl)(Cl)Cl, predict the reaction product. The product is: [Cl:1][C:2]1[C:3]2[N:4]([C:10]([CH:12]3[CH2:17][N:16]([C:18]([O:20][CH2:21][C:22]4[CH:27]=[CH:26][CH:25]=[CH:24][CH:23]=4)=[O:19])[CH:15]([C:28]([F:31])([F:30])[F:29])[CH2:14][CH2:13]3)=[N:9][CH:8]=2)[CH:5]=[CH:6][N:7]=1. (4) Given the reactants [H-].[Al+3].[Li+].[H-].[H-].[H-].[O:7]1[CH2:11][CH2:10][O:9][CH:8]1[C@@H:12]1[C@@H:16]([CH2:17][OH:18])[O:15][C:14](=[O:19])[CH2:13]1, predict the reaction product. The product is: [O:7]1[CH2:11][CH2:10][O:9][CH:8]1[C@@H:12]([CH2:13][CH2:14][OH:19])[C@H:16]([OH:15])[CH2:17][OH:18]. (5) Given the reactants Br[C:2]1[CH:3]=[C:4]([CH:8]([F:18])[CH2:9][O:10][Si:11]([C:14]([CH3:17])([CH3:16])[CH3:15])([CH3:13])[CH3:12])[CH:5]=[CH:6][CH:7]=1.C([Li])CCC.CN(C)[CH:26]=[O:27], predict the reaction product. The product is: [Si:11]([O:10][CH2:9][CH:8]([C:4]1[CH:3]=[C:2]([CH:7]=[CH:6][CH:5]=1)[CH:26]=[O:27])[F:18])([C:14]([CH3:17])([CH3:16])[CH3:15])([CH3:13])[CH3:12]. (6) Given the reactants [NH2:1][C:2]1[CH:7]=[C:6]([CH3:8])[C:5]([CH3:9])=[CH:4][C:3]=1[NH:10][C:11]([C:13]1[C:17]([N+:18]([O-:20])=[O:19])=[CH:16][NH:15][N:14]=1)=O, predict the reaction product. The product is: [CH3:9][C:5]1[C:6]([CH3:8])=[CH:7][C:2]2[NH:1][C:11]([C:13]3[C:17]([N+:18]([O-:20])=[O:19])=[CH:16][NH:15][N:14]=3)=[N:10][C:3]=2[CH:4]=1.